Dataset: Reaction yield outcomes from USPTO patents with 853,638 reactions. Task: Predict the reaction yield, written as a fraction of the theoretical maximum amount of product (1.0 means a 100% yield; for example, 0.34 means a 34% yield). (1) The reactants are C(Cl)(Cl)Cl.[F:5][C:6]1[CH:11]=[CH:10][C:9]([CH:12]2[C:16]([OH:17])=[C:15]([C:18]([CH3:20])=[O:19])[CH2:14][S:13]2)=[CH:8][CH:7]=1.S(Cl)(Cl)(=O)=O. The catalyst is O. The product is [F:5][C:6]1[CH:7]=[CH:8][C:9]([C:12]2[S:13][CH:14]=[C:15]([C:18]([CH3:20])=[O:19])[C:16]=2[OH:17])=[CH:10][CH:11]=1. The yield is 0.500. (2) The reactants are [CH3:1][N:2]([CH2:6][CH2:7][OH:8])[CH2:3][CH2:4][OH:5].C(N(CC)CC)C.Cl[C:17](Cl)([O:19]C(=O)OC(Cl)(Cl)Cl)Cl.C(OCC)C. The catalyst is O1CCCC1. The product is [CH3:1][N:2]1[CH2:6][CH2:7][O:8][C:17](=[O:19])[O:5][CH2:4][CH2:3]1. The yield is 0.850. (3) The reactants are [Cl:1][C:2]1[CH:3]=[CH:4][C:5]([NH:8][C:9]([C:11]2[CH:16]=[CH:15][CH:14]=[CH:13][C:12]=2[NH:17][C:18]([C:20]2[CH:25]=[CH:24][C:23]([C:26]3[CH:31]=[CH:30][CH:29]=[CH:28][C:27]=3[C:32]#[N:33])=[CH:22][CH:21]=2)=[O:19])=[O:10])=[N:6][CH:7]=1.[BH4-].[Na+]. The catalyst is CN(C=O)C.[Co](Cl)Cl. The product is [NH2:33][CH2:32][C:27]1[CH:28]=[CH:29][CH:30]=[CH:31][C:26]=1[C:23]1[CH:22]=[CH:21][C:20]([C:18]([NH:17][C:12]2[CH:13]=[CH:14][CH:15]=[CH:16][C:11]=2[C:9](=[O:10])[NH:8][C:5]2[CH:4]=[CH:3][C:2]([Cl:1])=[CH:7][N:6]=2)=[O:19])=[CH:25][CH:24]=1. The yield is 0.430. (4) The reactants are C([N:8]1[CH2:13][CH2:12][CH:11]([CH3:14])[CH:10]([N:15]([CH3:25])[C:16]2[C:17]3[CH:24]=[CH:23][NH:22][C:18]=3[N:19]=[CH:20][N:21]=2)[CH2:9]1)C1C=CC=CC=1.Cl. The catalyst is C(O)C. The product is [CH3:25][N:15]([CH:10]1[CH:11]([CH3:14])[CH2:12][CH2:13][NH:8][CH2:9]1)[C:16]1[C:17]2[CH:24]=[CH:23][NH:22][C:18]=2[N:19]=[CH:20][N:21]=1. The yield is 0.900. (5) The reactants are O[CH2:2][CH2:3][CH2:4][CH2:5][CH2:6][CH2:7][CH2:8][CH2:9][CH2:10][CH2:11][CH2:12][CH2:13][CH2:14][CH2:15][C:16]([O:18][CH3:19])=[O:17].C(Br)(Br)(Br)[Br:21].C1(P(C2C=CC=CC=2)C2C=CC=CC=2)C=CC=CC=1.P. The catalyst is ClCCl. The product is [Br:21][CH2:2][CH2:3][CH2:4][CH2:5][CH2:6][CH2:7][CH2:8][CH2:9][CH2:10][CH2:11][CH2:12][CH2:13][CH2:14][CH2:15][C:16]([O:18][CH3:19])=[O:17]. The yield is 0.900. (6) The product is [CH2:7]([O:14][C:15]([NH:17][C@@H:18]([CH2:19][C:20]1[CH:21]=[CH:22][CH:23]=[CH:24][CH:25]=1)[C@H:26]([OH:28])[CH2:2][Cl:1])=[O:16])[C:8]1[CH:9]=[CH:10][CH:11]=[CH:12][CH:13]=1. The catalyst is CO.O1CCCC1. The reactants are [Cl:1][CH2:2]C(CCl)=O.[CH2:7]([O:14][C:15]([NH:17][C@H:18]([C:26]([OH:28])=O)[CH2:19][C:20]1[CH:25]=[CH:24][CH:23]=[CH:22][CH:21]=1)=[O:16])[C:8]1[CH:13]=[CH:12][CH:11]=[CH:10][CH:9]=1.[BH4-].[Na+]. The yield is 0.430. (7) The reactants are [C:1]1([S:11]([NH2:14])(=[O:13])=[O:12])[C:2]([S:7]([NH2:10])(=[O:9])=[O:8])=[CH:3][CH:4]=[CH:5][CH:6]=1.[Br:15][C:16]1[CH:24]=[CH:23][C:19]([C:20](O)=[O:21])=[CH:18][CH:17]=1.C(Cl)CCl. The catalyst is CN(C1C=CN=CC=1)C.CN(C=O)C.O. The product is [Br:15][C:16]1[CH:24]=[CH:23][C:19]([C:20]([NH:10][S:7]([C:2]2[CH:3]=[CH:4][CH:5]=[CH:6][C:1]=2[S:11](=[O:13])(=[O:12])[NH2:14])(=[O:9])=[O:8])=[O:21])=[CH:18][CH:17]=1. The yield is 0.430.